From a dataset of Full USPTO retrosynthesis dataset with 1.9M reactions from patents (1976-2016). Predict the reactants needed to synthesize the given product. Given the product [CH2:16]([O:15][C:13]([C:12]1[CH:18]=[CH:19][C:9]([O:8][C:2]2[CH:7]=[CH:6][CH:5]=[CH:4][N:3]=2)=[CH:10][CH:11]=1)=[O:14])[CH3:17], predict the reactants needed to synthesize it. The reactants are: Br[C:2]1[CH:7]=[CH:6][CH:5]=[CH:4][N:3]=1.[OH:8][C:9]1[CH:19]=[CH:18][C:12]([C:13]([O:15][CH2:16][CH3:17])=[O:14])=[CH:11][CH:10]=1.C(=O)([O-])[O-].[K+].[K+].[OH-].[Na+].